From a dataset of Reaction yield outcomes from USPTO patents with 853,638 reactions. Predict the reaction yield, written as a fraction of the theoretical maximum amount of product (1.0 means a 100% yield; for example, 0.34 means a 34% yield). (1) No catalyst specified. The yield is 0.650. The product is [F:1][C:2]1[CH:3]=[CH:4][C:5]([C:21](=[O:30])[C:22]2[CH:27]=[CH:26][CH:25]=[CH:24][C:23]=2[O:28][CH3:29])=[C:6]([NH:8][C:9](=[O:20])[NH:10][C:11]2[S:12][CH:13]=[C:14]([CH2:16][C:17]([NH:32][CH3:31])=[O:18])[N:15]=2)[CH:7]=1. The reactants are [F:1][C:2]1[CH:3]=[CH:4][C:5]([C:21](=[O:30])[C:22]2[CH:27]=[CH:26][CH:25]=[CH:24][C:23]=2[O:28][CH3:29])=[C:6]([NH:8][C:9](=[O:20])[NH:10][C:11]2[S:12][CH:13]=[C:14]([CH2:16][C:17](O)=[O:18])[N:15]=2)[CH:7]=1.[CH3:31][NH2:32].C1COCC1. (2) The reactants are [NH2:1][C:2]1[N:7]=[CH:6][N:5]=[C:4]2[N:8]([CH:12]([C:14]3[C:15]([O:34][CH3:35])=[C:16]([CH:23]4[CH2:26][N:25](C(OC(C)(C)C)=O)[CH2:24]4)[C:17]([C:21]#[N:22])=[C:18]([Cl:20])[CH:19]=3)[CH3:13])[N:9]=[C:10]([CH3:11])[C:3]=12.FC(F)(F)C(O)=O. The catalyst is C(Cl)Cl.CO.C(=O)(O)[O-].[Na+].[Cl-].[Na+].O. The product is [NH2:1][C:2]1[N:7]=[CH:6][N:5]=[C:4]2[N:8]([CH:12]([C:14]3[CH:19]=[C:18]([Cl:20])[C:17]([C:21]#[N:22])=[C:16]([CH:23]4[CH2:24][NH:25][CH2:26]4)[C:15]=3[O:34][CH3:35])[CH3:13])[N:9]=[C:10]([CH3:11])[C:3]=12. The yield is 0.970. (3) The reactants are [CH:1]([C:3]1[CH:13]=[CH:12][C:6]([C:7]([O:9][CH2:10][CH3:11])=[O:8])=[C:5]([CH3:14])[CH:4]=1)=O.[C:15]([O-])([O-])=O.[K+].[K+]. The catalyst is O1CCOCC1.[Br-].C[P+](C1C=CC=CC=1)(C1C=CC=CC=1)C1C=CC=CC=1. The product is [CH3:14][C:5]1[CH:4]=[C:3]([CH:1]=[CH2:15])[CH:13]=[CH:12][C:6]=1[C:7]([O:9][CH2:10][CH3:11])=[O:8]. The yield is 0.720. (4) The reactants are [N:1]([C@@H:4]([C:14]1[CH:15]=[C:16]([CH:24]=[C:25]([C:27]([F:30])([F:29])[F:28])[CH:26]=1)[C:17]([O:19][C:20]([CH3:23])([CH3:22])[CH3:21])=[O:18])[CH2:5][O:6][Si:7]([C:10]([CH3:13])([CH3:12])[CH3:11])([CH3:9])[CH3:8])=[N+]=[N-].O.C1(P(C2C=CC=CC=2)C2C=CC=CC=2)C=CC=CC=1. The catalyst is C1COCC1. The product is [NH2:1][C@@H:4]([C:14]1[CH:15]=[C:16]([CH:24]=[C:25]([C:27]([F:30])([F:28])[F:29])[CH:26]=1)[C:17]([O:19][C:20]([CH3:21])([CH3:22])[CH3:23])=[O:18])[CH2:5][O:6][Si:7]([C:10]([CH3:11])([CH3:12])[CH3:13])([CH3:8])[CH3:9]. The yield is 0.715.